Dataset: Catalyst prediction with 721,799 reactions and 888 catalyst types from USPTO. Task: Predict which catalyst facilitates the given reaction. Reactant: [N:1]([CH:4]1[CH:10]([F:11])[CH2:9][CH2:8][N:7]([C:12]2[N:16]([CH3:17])[N:15]=[CH:14][C:13]=2[N+:18]([O-:20])=[O:19])[CH2:6][CH2:5]1)=[N+]=[N-].C1(P(C2C=CC=CC=2)C2C=CC=CC=2)C=CC=CC=1. Product: [F:11][CH:10]1[CH2:9][CH2:8][N:7]([C:12]2[N:16]([CH3:17])[N:15]=[CH:14][C:13]=2[N+:18]([O-:20])=[O:19])[CH2:6][CH2:5][CH:4]1[NH2:1]. The catalyst class is: 20.